The task is: Predict the reaction yield, written as a fraction of the theoretical maximum amount of product (1.0 means a 100% yield; for example, 0.34 means a 34% yield).. This data is from Reaction yield outcomes from USPTO patents with 853,638 reactions. (1) The reactants are [C:1]([O:5][C:6](=[O:38])[CH2:7][O:8][C:9]1[C:14]2[CH2:15][CH2:16][CH2:17][CH2:18][CH:19]([NH:20][S:21]([C:24]3[CH:29]=[CH:28][C:27]([C:30]4[CH:35]=[CH:34][CH:33]=[C:32]([S:36][CH3:37])[CH:31]=4)=[CH:26][CH:25]=3)(=[O:23])=[O:22])[C:13]=2[CH:12]=[CH:11][CH:10]=1)([CH3:4])([CH3:3])[CH3:2].CI.[C:41]([O-])([O-])=O.[K+].[K+]. The catalyst is CN(C=O)C. The product is [C:1]([O:5][C:6](=[O:38])[CH2:7][O:8][C:9]1[C:14]2[CH2:15][CH2:16][CH2:17][CH2:18][CH:19]([N:20]([CH3:41])[S:21]([C:24]3[CH:25]=[CH:26][C:27]([C:30]4[CH:35]=[CH:34][CH:33]=[C:32]([S:36][CH3:37])[CH:31]=4)=[CH:28][CH:29]=3)(=[O:23])=[O:22])[C:13]=2[CH:12]=[CH:11][CH:10]=1)([CH3:4])([CH3:3])[CH3:2]. The yield is 0.420. (2) The reactants are [OH:1][C:2]1[CH:3]=[C:4]2[C:8](=[CH:9][CH:10]=1)[NH:7][CH:6]=[CH:5]2.C(=O)([O-])[O-].[Cs+].[Cs+].[CH2:17](Br)[C:18]#[CH:19].O. The catalyst is CC(C)=O.C(OCC)(=O)C. The product is [CH2:19]([O:1][C:2]1[CH:3]=[C:4]2[C:8](=[CH:9][CH:10]=1)[NH:7][CH:6]=[CH:5]2)[C:18]#[CH:17]. The yield is 0.830. (3) The reactants are [CH:1]12[CH:12]=[CH:11][CH:7]([CH:8]3[CH:10]1[CH2:9]3)[CH:6]1[CH:2]2[C:3](=[O:14])[O:4][C:5]1=[O:13].[CH3:15][OH:16]. No catalyst specified. The product is [CH3:15][O:16][C:3]([CH:2]1[CH:1]2[CH:12]=[CH:11][CH:7]([CH:8]3[CH:10]2[CH2:9]3)[CH:6]1[C:5]([OH:4])=[O:13])=[O:14]. The yield is 0.940. (4) The reactants are [CH3:1][NH:2][C:3]1[C:11]2[C:6](=[CH:7][CH:8]=[C:9]([C:12]([O:14]C)=[O:13])[CH:10]=2)[NH:5][N:4]=1.Cl. The catalyst is O1CCOCC1. The product is [CH3:1][NH:2][C:3]1[C:11]2[C:6](=[CH:7][CH:8]=[C:9]([C:12]([OH:14])=[O:13])[CH:10]=2)[NH:5][N:4]=1. The yield is 0.950.